Dataset: Forward reaction prediction with 1.9M reactions from USPTO patents (1976-2016). Task: Predict the product of the given reaction. (1) The product is: [F:10][C:9]([F:12])([F:11])[C:7]1[CH:6]=[C:5]([P:13]([C:21]2[CH:26]=[CH:25][C:24]([O:27][CH:28]([CH3:29])[CH3:30])=[C:23]([CH:31]=[CH2:32])[CH:22]=2)(=[O:17])[O:14][CH2:15][CH3:16])[CH:4]=[C:3]([C:2]([F:1])([F:18])[F:19])[CH:8]=1. Given the reactants [F:1][C:2]([F:19])([F:18])[C:3]1[CH:4]=[C:5]([PH:13](=[O:17])[O:14][CH2:15][CH3:16])[CH:6]=[C:7]([C:9]([F:12])([F:11])[F:10])[CH:8]=1.Br[C:21]1[CH:26]=[CH:25][C:24]([O:27][CH:28]([CH3:30])[CH3:29])=[C:23]([CH:31]=[CH2:32])[CH:22]=1.C(N(CC)CC)C, predict the reaction product. (2) Given the reactants [CH3:1][N:2]1[CH2:7][CH2:6][NH:5][CH2:4][CH2:3]1.C(=O)([O-])[O-].[K+].[K+].F[C:15]1[CH:22]=[CH:21][CH:20]=[CH:19][C:16]=1[CH:17]=[O:18], predict the reaction product. The product is: [CH3:1][N:2]1[CH2:7][CH2:6][N:5]([C:15]2[CH:22]=[CH:21][CH:20]=[CH:19][C:16]=2[CH:17]=[O:18])[CH2:4][CH2:3]1. (3) Given the reactants [OH2:1].O.Cl[Sn]Cl.[NH2:6][C:7]1[CH:8]=[C:9]([CH:13]=[CH:14][C:15]=1[CH2:16][NH:17][CH2:18][CH2:19][CH2:20][N:21]1[CH2:25][CH2:24][CH2:23][C:22]1=[O:26])[C:10](N)=[O:11], predict the reaction product. The product is: [NH2:6][C:7]1[CH:8]=[C:9]([CH:13]=[CH:14][C:15]=1[CH2:16][NH:17][CH2:18][CH2:19][CH2:20][N:21]1[CH2:25][CH2:24][CH2:23][C:22]1=[O:26])[C:10]([OH:1])=[O:11]. (4) Given the reactants C([O:3][C:4](=[O:20])[CH:5]([C:13]1[CH:18]=[CH:17][C:16]([Cl:19])=[CH:15][CH:14]=1)[CH:6]1[CH2:10][CH2:9][CH2:8][C:7]1([F:12])[F:11])C.C1COCC1.[OH-].[Na+].Cl, predict the reaction product. The product is: [Cl:19][C:16]1[CH:15]=[CH:14][C:13]([CH:5]([CH:6]2[CH2:10][CH2:9][CH2:8][C:7]2([F:11])[F:12])[C:4]([OH:20])=[O:3])=[CH:18][CH:17]=1. (5) The product is: [Br:7][C:8]1[CH:20]=[CH:19][C:11]2[CH:12]=[C:13]([C:15]([OH:17])=[O:16])[S:14][C:10]=2[CH:9]=1. Given the reactants O1CCOCC1.[Br:7][C:8]1[CH:20]=[CH:19][C:11]2[CH:12]=[C:13]([C:15]([O:17]C)=[O:16])[S:14][C:10]=2[CH:9]=1.O[Li].O.OS([O-])(=O)=O.[Na+], predict the reaction product. (6) Given the reactants [NH2:1][C:2]1[C:7]([N+:8]([O-])=O)=[C:6]([C:11]2[CH2:16][CH2:15][N:14]([C:17]([O:19][C:20]([CH3:23])([CH3:22])[CH3:21])=[O:18])[CH2:13][CH:12]=2)[CH:5]=[CH:4][N:3]=1, predict the reaction product. The product is: [NH2:1][C:2]1[C:7]([NH2:8])=[C:6]([CH:11]2[CH2:12][CH2:13][N:14]([C:17]([O:19][C:20]([CH3:23])([CH3:22])[CH3:21])=[O:18])[CH2:15][CH2:16]2)[CH:5]=[CH:4][N:3]=1.